The task is: Predict which catalyst facilitates the given reaction.. This data is from Catalyst prediction with 721,799 reactions and 888 catalyst types from USPTO. (1) The catalyst class is: 3. Reactant: [C:1]([O:5][C:6]([NH:8][C@H:9]([CH2:13][CH3:14])[C:10]([OH:12])=O)=[O:7])([CH3:4])([CH3:3])[CH3:2].F[P-](F)(F)(F)(F)F.CN(C(=[N+](C)C)ON1C2=NC=CC=C2N=N1)C.[CH3:39][C:40]1([CH3:57])[C:48]2[C:43](=[CH:44][CH:45]=[C:46]([O:49][C:50]3[N:55]=[CH:54][C:53]([NH2:56])=[CH:52][CH:51]=3)[CH:47]=2)[CH2:42][O:41]1. Product: [CH3:39][C:40]1([CH3:57])[C:48]2[C:43](=[CH:44][CH:45]=[C:46]([O:49][C:50]3[N:55]=[CH:54][C:53]([NH:56][C:10]([C@H:9]([NH:8][C:6](=[O:7])[O:5][C:1]([CH3:2])([CH3:3])[CH3:4])[CH2:13][CH3:14])=[O:12])=[CH:52][CH:51]=3)[CH:47]=2)[CH2:42][O:41]1. (2) Product: [Cl:1][C:2]1[C:3]([CH:4]([OH:5])[C:21](=[CH2:22])[C:20]#[N:23])=[CH:6][C:7]([CH2:10][CH3:11])=[CH:8][N:9]=1. Reactant: [Cl:1][C:2]1[N:9]=[CH:8][C:7]([CH2:10][CH3:11])=[CH:6][C:3]=1[CH:4]=[O:5].C1N2CCN(CC2)C1.[C:20](#[N:23])[CH:21]=[CH2:22]. The catalyst class is: 27. (3) Reactant: [CH3:1][O:2][C:3](=[O:22])[C:4]1[C:9](Cl)=[CH:8][C:7]([CH3:11])=[N:6][C:5]=1[O:12][C:13]1[C:18]([CH3:19])=[CH:17][C:16]([CH3:20])=[CH:15][C:14]=1[CH3:21].[CH2:23]([CH:25]([NH2:28])[CH2:26][CH3:27])[CH3:24]. Product: [CH3:1][O:2][C:3](=[O:22])[C:4]1[C:9]([NH:28][CH:25]([CH2:26][CH3:27])[CH2:23][CH3:24])=[CH:8][C:7]([CH3:11])=[N:6][C:5]=1[O:12][C:13]1[C:18]([CH3:19])=[CH:17][C:16]([CH3:20])=[CH:15][C:14]=1[CH3:21]. The catalyst class is: 16. (4) Reactant: [F:1][C:2]([F:41])([F:40])[C:3]1[CH:4]=[C:5]([C@H:13]([O:15][C@H:16]2[CH2:20][N:19]([C:21]([O:23][C:24]([CH3:27])([CH3:26])[CH3:25])=[O:22])[C@@H:18]([CH2:28][C:29](OC)=[O:30])[C@@H:17]2[C:33]2[CH:38]=[CH:37][C:36]([F:39])=[CH:35][CH:34]=2)[CH3:14])[CH:6]=[C:7]([C:9]([F:12])([F:11])[F:10])[CH:8]=1.CC(C[AlH]CC(C)C)C. Product: [F:41][C:2]([F:1])([F:40])[C:3]1[CH:4]=[C:5]([C@H:13]([O:15][C@H:16]2[CH2:20][N:19]([C:21]([O:23][C:24]([CH3:26])([CH3:25])[CH3:27])=[O:22])[C@@H:18]([CH2:28][CH:29]=[O:30])[C@@H:17]2[C:33]2[CH:38]=[CH:37][C:36]([F:39])=[CH:35][CH:34]=2)[CH3:14])[CH:6]=[C:7]([C:9]([F:10])([F:11])[F:12])[CH:8]=1. The catalyst class is: 2. (5) Reactant: [Br:1][C:2]1[CH:6]=[C:5]([CH:7]=O)[N:4]([C:9]2[C:14]([Cl:15])=[CH:13][CH:12]=[CH:11][N:10]=2)[N:3]=1.[NH2:16][C:17]1[C:26]([CH3:27])=[CH:25][C:24]([C:28]#[N:29])=[CH:23][C:18]=1[C:19]([NH:21][CH3:22])=[O:20]. Product: [Br:1][C:2]1[CH:6]=[C:5]([CH:7]=[N:16][C:17]2[C:26]([CH3:27])=[CH:25][C:24]([C:28]#[N:29])=[CH:23][C:18]=2[C:19]([NH:21][CH3:22])=[O:20])[N:4]([C:9]2[C:14]([Cl:15])=[CH:13][CH:12]=[CH:11][N:10]=2)[N:3]=1. The catalyst class is: 11. (6) Reactant: CC([Si:4]([CH:13]([CH3:15])[CH3:14])(C(C)C)[C:5]1[O:6][CH:7]=[CH:8][N:9]=1)C.[CH2:16]([Li])CCC.[B:21]([O:30][CH:31]([CH3:33])[CH3:32])([O:26][CH:27]([CH3:29])[CH3:28])OC(C)C.C[C:35](O)([C:37]([CH3:40])(O)[CH3:38])C.C(O)(=O)C.[C:46](OC)([CH3:49])([CH3:48])[CH3:47]. Product: [CH3:29][C:27]1([CH3:28])[O:26][B:21]([C:7]2[O:6][C:5]([Si:4]([C:46]([CH3:47])([CH3:48])[CH3:49])([C:37]([CH3:40])([CH3:38])[CH3:35])[C:13]([CH3:14])([CH3:15])[CH3:16])=[N:9][CH:8]=2)[O:30][C:31]1([CH3:32])[CH3:33]. The catalyst class is: 7. (7) Reactant: [CH3:1][O:2][C:3]([CH:5]1[CH2:10][CH:9]([O:11][C:12]2[C:21]3[C:16](=[C:17]([CH3:24])[C:18]([O:22][CH3:23])=[CH:19][CH:20]=3)[N:15]=[C:14]([C:25]3[S:26][CH:27]=[C:28]([C:30]([F:33])([F:32])[F:31])[N:29]=3)[CH:13]=2)[CH2:8][CH2:7][N:6]1C(OCC1C=CC=CC=1)=O)=[O:4].O. Product: [CH3:1][O:2][C:3]([CH:5]1[CH2:10][CH:9]([O:11][C:12]2[C:21]3[C:16](=[C:17]([CH3:24])[C:18]([O:22][CH3:23])=[CH:19][CH:20]=3)[N:15]=[C:14]([C:25]3[S:26][CH:27]=[C:28]([C:30]([F:31])([F:33])[F:32])[N:29]=3)[CH:13]=2)[CH2:8][CH2:7][NH:6]1)=[O:4]. The catalyst class is: 55. (8) Product: [ClH:1].[Cl:1][C:2]1[CH:21]=[C:20]2[C:5]([CH2:6][CH2:7][C:8]32[CH2:12][CH2:11][NH:10][CH2:9]3)=[CH:4][CH:3]=1. Reactant: [Cl:1][C:2]1[CH:21]=[C:20]2[C:5]([CH2:6][CH2:7][C:8]32[CH2:12][CH2:11][N:10](C(OC(C)(C)C)=O)[CH2:9]3)=[CH:4][CH:3]=1. The catalyst class is: 28.